This data is from Catalyst prediction with 721,799 reactions and 888 catalyst types from USPTO. The task is: Predict which catalyst facilitates the given reaction. (1) Reactant: [C:1]([NH:5][C:6]([NH:8][C:9]1[C:10]([CH3:30])=[C:11]([CH2:28]O)[C:12]2[O:16][CH2:15][C@H:14]([C:17]3[CH:22]=[CH:21][C:20]([CH:23]([CH3:25])[CH3:24])=[CH:19][CH:18]=3)[C:13]=2[C:26]=1[CH3:27])=[O:7])([CH3:4])([CH3:3])[CH3:2].C(OCC)(=O)C.CCCCCC. Product: [C:1]([NH:5][C:6]([NH:8][C:9]1[C:10]([CH3:30])=[C:11]([CH3:28])[C:12]2[O:16][CH2:15][C@H:14]([C:17]3[CH:18]=[CH:19][C:20]([CH:23]([CH3:25])[CH3:24])=[CH:21][CH:22]=3)[C:13]=2[C:26]=1[CH3:27])=[O:7])([CH3:2])([CH3:3])[CH3:4]. The catalyst class is: 22. (2) Product: [CH3:1][O:2][CH2:3][CH2:4][O:5][C:6]1[CH:11]=[C:10]2[C:12]([NH:16][C:17]3[CH:18]=[CH:19][CH:20]=[C:21]([C:23]#[CH:24])[CH:22]=3)=[N:13][CH:14]=[N:15][C:9]2=[CH:8][C:7]=1[O:25][CH2:26][CH2:27][O:28][CH3:29].[ClH:30]. Reactant: [CH3:1][O:2][CH2:3][CH2:4][O:5][C:6]1[CH:11]=[C:10]2[C:12]([NH:16][C:17]3[CH:22]=[C:21]([C:23]#[CH:24])[CH:20]=[CH:19][CH:18]=3)=[N:13][CH:14]=[N:15][C:9]2=[CH:8][C:7]=1[O:25][CH2:26][CH2:27][O:28][CH3:29].[ClH:30]. The catalyst class is: 32.